From a dataset of Catalyst prediction with 721,799 reactions and 888 catalyst types from USPTO. Predict which catalyst facilitates the given reaction. (1) Reactant: [Br:1][C:2]1[CH:3]=[CH:4][CH:5]=[C:6]2[C:28]=1[C:9]1([CH2:14][CH2:13][N:12]([C:15]([O:17][CH:18]3[CH:25]4[CH2:26][CH:21]5[CH2:22][CH:23]([CH2:27][CH:19]3[CH2:20]5)[CH2:24]4)=[O:16])[CH2:11][CH2:10]1)[CH2:8][CH:7]2[CH2:29]C(O)=O.C1(P([N:47]=[N+]=[N-])(C2C=CC=CC=2)=O)C=CC=CC=1.[OH-].[Na+]. Product: [NH2:47][CH2:29][CH:7]1[C:6]2[C:28](=[C:2]([Br:1])[CH:3]=[CH:4][CH:5]=2)[C:9]2([CH2:14][CH2:13][N:12]([C:15]([O:17][CH:18]3[CH:25]4[CH2:26][CH:21]5[CH2:22][CH:23]([CH2:27][CH:19]3[CH2:20]5)[CH2:24]4)=[O:16])[CH2:11][CH2:10]2)[CH2:8]1. The catalyst class is: 1. (2) Reactant: C([S:4][CH:5]1[CH2:8][N:7]([C:9]([O:11][C:12]([CH3:15])([CH3:14])[CH3:13])=[O:10])[CH2:6]1)(=O)C.C(=O)([O-])[O-].[K+].[K+].Cl. Product: [SH:4][CH:5]1[CH2:6][N:7]([C:9]([O:11][C:12]([CH3:15])([CH3:14])[CH3:13])=[O:10])[CH2:8]1. The catalyst class is: 5. (3) Reactant: [CH:1]1([C:4]2[NH:8][N:7]=[C:6]([NH:9][C:10]3[C:17]([N+:18]([O-:20])=[O:19])=[CH:16][C:13]([C:14]#[N:15])=[C:12](F)[CH:11]=3)[CH:5]=2)[CH2:3][CH2:2]1.[F:22][C:23]1[CH:28]=[CH:27][C:26]([C@@H:29]([NH2:31])[CH3:30])=[CH:25][CH:24]=1.CCN(C(C)C)C(C)C. Product: [CH:1]1([C:4]2[NH:8][N:7]=[C:6]([NH:9][C:10]3[C:17]([N+:18]([O-:20])=[O:19])=[CH:16][C:13]([C:14]#[N:15])=[C:12]([NH:31][C@H:29]([C:26]4[CH:27]=[CH:28][C:23]([F:22])=[CH:24][CH:25]=4)[CH3:30])[CH:11]=3)[CH:5]=2)[CH2:3][CH2:2]1. The catalyst class is: 114. (4) Reactant: [NH:1]([C:27]([O:29][C:30]([CH3:33])([CH3:32])[CH3:31])=[O:28])[C@H:2]([C:24](O)=[O:25])[CH2:3][S:4][C:5]([C:18]1[CH:23]=[CH:22][CH:21]=[CH:20][CH:19]=1)([C:12]1[CH:17]=[CH:16][CH:15]=[CH:14][CH:13]=1)[C:6]1[CH:11]=[CH:10][CH:9]=[CH:8][CH:7]=1.C1CCC([N:40]=C=NC2CCCCC2)CC1.C1C=CC2N(O)N=NC=2C=1.N. Product: [NH:1]([C:27]([O:29][C:30]([CH3:33])([CH3:31])[CH3:32])=[O:28])[C@H:2]([C:24]([NH2:40])=[O:25])[CH2:3][S:4][C:5]([C:12]1[CH:17]=[CH:16][CH:15]=[CH:14][CH:13]=1)([C:18]1[CH:23]=[CH:22][CH:21]=[CH:20][CH:19]=1)[C:6]1[CH:11]=[CH:10][CH:9]=[CH:8][CH:7]=1. The catalyst class is: 306. (5) Reactant: [OH:1][C:2]1[C:7]([OH:8])=[C:6]([CH3:9])[C:5]([O:10][CH2:11][O:12][CH3:13])=[CH:4][C:3]=1[CH:14]([OH:20])[C:15]([O:17][CH2:18][CH3:19])=[O:16].[C:21]1(C)C=CC=CC=1. Product: [OH:20][CH:14]([C:3]1[C:2]2[O:1][CH2:21][O:8][C:7]=2[C:6]([CH3:9])=[C:5]([O:10][CH2:11][O:12][CH3:13])[CH:4]=1)[C:15]([O:17][CH2:18][CH3:19])=[O:16]. The catalyst class is: 3. (6) Reactant: [H-].[Na+].[CH2:3]([C:7]1[CH:8]=[C:9]([NH:24][C:25]([C:27]2[C:32]([CH3:33])=[N:31][CH:30]=[CH:29][N:28]=2)=[O:26])[CH:10]=[CH:11][C:12]=1[C:13]([O:22][CH3:23])([C:18]([F:21])([F:20])[F:19])[C:14]([F:17])([F:16])[F:15])[CH:4]([CH3:6])[CH3:5].[CH2:34]([O:36][CH2:37]Cl)[CH3:35].Cl. Product: [CH2:34]([O:36][CH2:37][N:24]([C:9]1[CH:10]=[CH:11][C:12]([C:13]([O:22][CH3:23])([C:18]([F:20])([F:21])[F:19])[C:14]([F:17])([F:16])[F:15])=[C:7]([CH2:3][CH:4]([CH3:6])[CH3:5])[CH:8]=1)[C:25]([C:27]1[C:32]([CH3:33])=[N:31][CH:30]=[CH:29][N:28]=1)=[O:26])[CH3:35]. The catalyst class is: 1. (7) Reactant: C[O:2][C:3](=[O:35])[CH2:4][N:5]1[C:13]2[C:8](=[CH:9][C:10]([O:14][CH2:15][CH2:16][CH2:17][N:18]([C:20]3[C:25]([F:26])=[CH:24][N:23]=[C:22]([C:27]4[CH:32]=[CH:31][C:30]([O:33][CH3:34])=[CH:29][CH:28]=4)[N:21]=3)[CH3:19])=[CH:11][CH:12]=2)[CH:7]=[CH:6]1.O.[OH-].[Li+]. Product: [F:26][C:25]1[C:20]([N:18]([CH3:19])[CH2:17][CH2:16][CH2:15][O:14][C:10]2[CH:9]=[C:8]3[C:13](=[CH:12][CH:11]=2)[N:5]([CH2:4][C:3]([OH:35])=[O:2])[CH:6]=[CH:7]3)=[N:21][C:22]([C:27]2[CH:32]=[CH:31][C:30]([O:33][CH3:34])=[CH:29][CH:28]=2)=[N:23][CH:24]=1. The catalyst class is: 92.